This data is from Forward reaction prediction with 1.9M reactions from USPTO patents (1976-2016). The task is: Predict the product of the given reaction. (1) Given the reactants [CH2:1]([N:4]1[C:12]2[C:7](=[CH:8][CH:9]=[CH:10][CH:11]=2)[C:6](=[O:13])[C:5]1=[O:14])[CH:2]=[CH2:3].[Cl:15][C:16]1[CH:21]=[CH:20][C:19](I)=[CH:18][C:17]=1[Cl:23].C1(C)C=CC=CC=1.C1(N(C)C2CCCCC2)CCCCC1, predict the reaction product. The product is: [Cl:15][C:16]1[CH:21]=[C:20](/[CH:3]=[CH:2]/[CH2:1][N:4]2[C:12]3[C:7](=[CH:8][CH:9]=[CH:10][CH:11]=3)[C:6](=[O:13])[C:5]2=[O:14])[CH:19]=[CH:18][C:17]=1[Cl:23]. (2) Given the reactants [Cl:1][C:2]1[CH:7]=[C:6](I)[C:5]([Cl:9])=[CH:4][N:3]=1.[NH2:10][C:11]1[CH:12]=[CH:13][C:14]([N:22]2[CH2:27][CH2:26][N:25]([CH:28]([CH3:30])[CH3:29])[CH2:24][CH2:23]2)=[C:15]2[C:19]=1[C:18](=[O:20])[N:17]([CH3:21])[CH2:16]2.C(=O)([O-])[O-].[Cs+].[Cs+], predict the reaction product. The product is: [Cl:1][C:2]1[CH:7]=[C:6]([NH:10][C:11]2[CH:12]=[CH:13][C:14]([N:22]3[CH2:23][CH2:24][N:25]([CH:28]([CH3:30])[CH3:29])[CH2:26][CH2:27]3)=[C:15]3[C:19]=2[C:18](=[O:20])[N:17]([CH3:21])[CH2:16]3)[C:5]([Cl:9])=[CH:4][N:3]=1. (3) Given the reactants [Br:1][C:2]1[CH:10]=[C:9](I)[C:5]2[O:6][CH2:7][O:8][C:4]=2[C:3]=1[NH2:12].[CH3:13][O:14][CH:15]([CH3:18])[C:16]#[CH:17].C(NC(C)C)(C)C, predict the reaction product. The product is: [Br:1][C:2]1[CH:10]=[C:9]([C:17]#[C:16][CH:15]([O:14][CH3:13])[CH3:18])[C:5]2[O:6][CH2:7][O:8][C:4]=2[C:3]=1[NH2:12]. (4) Given the reactants C([O:8][C:9]1[C:14]([N+:15]([O-:17])=[O:16])=[C:13]([C:18]2[CH:23]=[CH:22][C:21]([O:24][CH:25]([F:27])[F:26])=[CH:20][C:19]=2[Cl:28])[CH:12]=[CH:11][N:10]=1)C1C=CC=CC=1.C(O)(C(F)(F)F)=O, predict the reaction product. The product is: [Cl:28][C:19]1[CH:20]=[C:21]([O:24][CH:25]([F:27])[F:26])[CH:22]=[CH:23][C:18]=1[C:13]1[CH:14]([N+:15]([O-:17])=[O:16])[C:9](=[O:8])[N:10]=[CH:11][CH:12]=1. (5) Given the reactants [C:1]([C:3]1[CH:4]=[C:5]([C@H:10]([NH:14][S@@:15]([C:17]([CH3:20])([CH3:19])[CH3:18])=[O:16])[CH2:11][CH:12]=C)[CH:6]=[C:7]([F:9])[CH:8]=1)#[N:2].C(Cl)Cl.C1C=C(Cl)C=C(C(OO)=[O:32])C=1.[C:35]([O-:38])([O-])=O.[K+].[K+], predict the reaction product. The product is: [C:1]([C:3]1[CH:4]=[C:5]([C@H:10]([NH:14][S:15]([C:17]([CH3:20])([CH3:19])[CH3:18])(=[O:16])=[O:32])[CH2:11][CH:12]2[CH2:35][O:38]2)[CH:6]=[C:7]([F:9])[CH:8]=1)#[N:2].